Dataset: Reaction yield outcomes from USPTO patents with 853,638 reactions. Task: Predict the reaction yield, written as a fraction of the theoretical maximum amount of product (1.0 means a 100% yield; for example, 0.34 means a 34% yield). (1) The reactants are [OH:1][C:2]1[C:11]2[C:6](=[CH:7][CH:8]=[CH:9][CH:10]=2)[N:5]=[CH:4][C:3]=1[C:12]([OH:14])=O.CN(C(ON1N=NC2C=CC=NC1=2)=[N+](C)C)C.F[P-](F)(F)(F)(F)F.CCN(C(C)C)C(C)C.[NH2:48][C:49]1[CH:54]=[CH:53][CH:52]=[CH:51][CH:50]=1. The catalyst is CN(C=O)C. The product is [O:1]=[C:2]1[C:11]2[C:6](=[CH:7][CH:8]=[CH:9][CH:10]=2)[NH:5][CH:4]=[C:3]1[C:12]([NH:48][C:49]1[CH:54]=[CH:53][CH:52]=[CH:51][CH:50]=1)=[O:14]. The yield is 0.450. (2) The reactants are [CH3:1][O:2][C:3](=[O:19])/[C:4](/[CH2:9][NH:10][O:11][CH2:12][C:13]1[CH:18]=[CH:17][CH:16]=[CH:15][CH:14]=1)=[CH:5]\[CH2:6][CH2:7][CH3:8]. The catalyst is [B-](F)(F)(F)F.C1C2C=CC1C=C2.C1C2C=CC1C=C2.[Rh]. The product is [CH3:1][O:2][C:3](=[O:19])[C@H:4]([CH2:9][NH:10][O:11][CH2:12][C:13]1[CH:14]=[CH:15][CH:16]=[CH:17][CH:18]=1)[CH2:5][CH2:6][CH2:7][CH3:8]. The yield is 0.940. (3) The reactants are [CH2:1]([O:3][C:4]1[CH:5]=[C:6]([CH:12]([NH2:18])[CH2:13][S:14]([CH3:17])(=[O:16])=[O:15])[CH:7]=[CH:8][C:9]=1[O:10][CH3:11])[CH3:2].[C:19]([NH:22][C:23]1[CH:33]=[CH:32][CH:31]=[C:25]2[C:26]([O:28][C:29](=O)[C:24]=12)=[O:27])(=[O:21])[CH3:20]. The catalyst is C(O)(=O)C. The product is [CH2:1]([O:3][C:4]1[CH:5]=[C:6]([CH:12]([N:18]2[C:29](=[O:28])[C:24]3[C:25](=[CH:31][CH:32]=[CH:33][C:23]=3[NH:22][C:19](=[O:21])[CH3:20])[C:26]2=[O:27])[CH2:13][S:14]([CH3:17])(=[O:16])=[O:15])[CH:7]=[CH:8][C:9]=1[O:10][CH3:11])[CH3:2]. The yield is 0.590. (4) The reactants are Br[C:2]1[CH:11]=[C:10]2[C:5]([CH:6]=[CH:7][C:8]([C:12]3[N:16]4[CH:17]=[C:18]([C@@H:21]([N:26]5[CH2:30][CH2:29][C@H:28]([NH:31][C:32](=[O:38])[O:33][C:34]([CH3:37])([CH3:36])[CH3:35])[CH2:27]5)[C:22]([F:25])([F:24])[F:23])[CH:19]=[CH:20][C:15]4=[N:14][N:13]=3)=[N:9]2)=[CH:4][C:3]=1[F:39].[CH3:40][N:41]1[C:45](B2OC(C)(C)C(C)(C)O2)=[CH:44][C:43]([CH3:55])=[N:42]1.[F-].[Cs+].CC(O)C.C(N(CC)CC)C. The catalyst is C(OCC)(=O)C.C1C=CC([PH+]([C]2[CH][CH][CH][CH]2)C2C=CC=CC=2)=CC=1.C1C=CC([PH+]([C]2[CH][CH][CH][CH]2)C2C=CC=CC=2)=CC=1.C(Cl)Cl.Cl[Pd]Cl.[Fe]. The yield is 0.720. The product is [CH3:40][N:41]1[C:45]([C:2]2[CH:11]=[C:10]3[C:5]([CH:6]=[CH:7][C:8]([C:12]4[N:16]5[CH:17]=[C:18]([C@@H:21]([N:26]6[CH2:30][CH2:29][C@H:28]([NH:31][C:32](=[O:38])[O:33][C:34]([CH3:37])([CH3:36])[CH3:35])[CH2:27]6)[C:22]([F:24])([F:25])[F:23])[CH:19]=[CH:20][C:15]5=[N:14][N:13]=4)=[N:9]3)=[CH:4][C:3]=2[F:39])=[CH:44][C:43]([CH3:55])=[N:42]1. (5) The reactants are [O:1]1[CH2:6][CH2:5][CH:4]([OH:7])[CH2:3][CH2:2]1.CCN(C(C)C)C(C)C.[CH3:17][S:18](Cl)(=[O:20])=[O:19]. The catalyst is C(Cl)Cl. The product is [CH3:17][S:18]([O:7][CH:4]1[CH2:5][CH2:6][O:1][CH2:2][CH2:3]1)(=[O:20])=[O:19]. The yield is 0.997. (6) The reactants are [O:1]=[C:2]1[C:7]([CH2:8][C:9]2[CH:14]=[CH:13][C:12]([C:15]3[C:16]([C:21]#[N:22])=[CH:17][CH:18]=[CH:19][CH:20]=3)=[CH:11][CH:10]=2)=[C:6]([CH2:23][CH2:24][CH3:25])[N:5]2[N:26]=[CH:27][N:28]=[C:4]2[N:3]1[CH:29]1[CH2:42][CH2:41][C:32]2([O:36][C:35]([CH3:38])([CH3:37])[C:34]([CH3:40])([CH3:39])[O:33]2)[CH2:31][CH2:30]1.C([Sn](=O)CCCC)CCC.[N:53]([Si](C)(C)C)=[N+:54]=[N-:55].C1(C)C=CC=CC=1. The catalyst is C(OCC)(=O)C. The product is [CH2:23]([C:6]1[N:5]2[N:26]=[CH:27][N:28]=[C:4]2[N:3]([CH:29]2[CH2:42][CH2:41][C:32]3([O:36][C:35]([CH3:38])([CH3:37])[C:34]([CH3:40])([CH3:39])[O:33]3)[CH2:31][CH2:30]2)[C:2](=[O:1])[C:7]=1[CH2:8][C:9]1[CH:10]=[CH:11][C:12]([C:15]2[CH:20]=[CH:19][CH:18]=[CH:17][C:16]=2[C:21]2[NH:55][N:54]=[N:53][N:22]=2)=[CH:13][CH:14]=1)[CH2:24][CH3:25]. The yield is 0.280.